Dataset: Catalyst prediction with 721,799 reactions and 888 catalyst types from USPTO. Task: Predict which catalyst facilitates the given reaction. (1) Reactant: [F:1][C:2]([F:24])([F:23])[O:3][C:4]1[CH:9]=[CH:8][C:7]([N:10]2[CH2:15][CH2:14][N:13]([C:16]3[CH:21]=[CH:20][C:19]([OH:22])=[CH:18][CH:17]=3)[CH2:12][CH2:11]2)=[CH:6][CH:5]=1.[H-].[Na+].Cl[C:28]1[N:29]([CH2:36][C@:37]2([CH3:40])[CH2:39][O:38]2)[CH:30]=[C:31]([N+:33]([O-:35])=[O:34])[N:32]=1. Product: [CH3:39][C@@:37]1([CH2:40][O:22][C:19]2[CH:20]=[CH:21][C:16]([N:13]3[CH2:14][CH2:15][N:10]([C:7]4[CH:8]=[CH:9][C:4]([O:3][C:2]([F:1])([F:23])[F:24])=[CH:5][CH:6]=4)[CH2:11][CH2:12]3)=[CH:17][CH:18]=2)[O:38][C:28]2=[N:32][C:31]([N+:33]([O-:35])=[O:34])=[CH:30][N:29]2[CH2:36]1. The catalyst class is: 3. (2) Reactant: [NH2:1][C:2]1[N:10]=[CH:9][C:8]([Cl:11])=[CH:7][C:3]=1[C:4]([NH2:6])=[O:5].[Br:12][CH2:13][C:14]1[CH:15]=[C:16]([CH:19]=[C:20]([F:22])[CH:21]=1)[C:17]#[N:18]. Product: [BrH:12].[Cl:11][C:8]1[CH:7]=[C:3]([C:4]([NH2:6])=[O:5])[C:2](=[NH:1])[N:10]([CH2:13][C:14]2[CH:21]=[C:20]([F:22])[CH:19]=[C:16]([C:17]#[N:18])[CH:15]=2)[CH:9]=1. The catalyst class is: 42. (3) Reactant: [CH:1]([C@@H:14]1[CH2:20][C@@H:19]2[C@@H:17]([O:18]2)[CH2:16][O:15]1)([C:8]1[CH:13]=[CH:12][CH:11]=[CH:10][CH:9]=1)[C:2]1[CH:7]=[CH:6][CH:5]=[CH:4][CH:3]=1.CO.O.[N-:24]=[N+:25]=[N-:26].[Na+].[NH4+].[Cl-]. Product: [N:24]([C@@H:17]1[CH2:16][O:15][C@H:14]([CH:1]([C:8]2[CH:13]=[CH:12][CH:11]=[CH:10][CH:9]=2)[C:2]2[CH:7]=[CH:6][CH:5]=[CH:4][CH:3]=2)[CH2:20][C@H:19]1[OH:18])=[N+:25]=[N-:26]. The catalyst class is: 28. (4) Reactant: [Cl:1][C:2]1[CH:3]=[C:4]([CH:7]=[CH:8][C:9]=1[Cl:10])[CH:5]=O.[C-]#N.[K+].[C:14](=[O:17])([O-])[O-].[NH4+:18].[NH4+:19].[CH2:20]([OH:22])C. Product: [Cl:1][C:2]1[CH:3]=[C:4]([CH:5]2[NH:19][C:20](=[O:22])[NH:18][C:14]2=[O:17])[CH:7]=[CH:8][C:9]=1[Cl:10]. The catalyst class is: 6. (5) Reactant: [NH2:1][CH2:2][C:3]1[CH:4]=[CH:5][C:6]([Cl:19])=[C:7]([O:9][C:10]2[CH:11]=[C:12]([CH:15]=[C:16]([Cl:18])[CH:17]=2)[C:13]#[N:14])[CH:8]=1.[CH3:20][O:21][C:22]1[CH:23]=[C:24]2[C:28](=[CH:29][CH:30]=1)[NH:27][C:26]([C:31](O)=[O:32])=[CH:25]2.CN(C(ON1N=NC2C=CC=NC1=2)=[N+](C)C)C.F[P-](F)(F)(F)(F)F.CCN(C(C)C)C(C)C. Product: [Cl:19][C:6]1[CH:5]=[CH:4][C:3]([CH2:2][NH:1][C:31]([C:26]2[NH:27][C:28]3[C:24]([CH:25]=2)=[CH:23][C:22]([O:21][CH3:20])=[CH:30][CH:29]=3)=[O:32])=[CH:8][C:7]=1[O:9][C:10]1[CH:11]=[C:12]([C:13]#[N:14])[CH:15]=[C:16]([Cl:18])[CH:17]=1. The catalyst class is: 3. (6) Reactant: [F:1][C:2]1[CH:3]=[C:4]([NH2:10])[C:5]([NH2:9])=[CH:6][C:7]=1[F:8].C(N(CC)CC)C.[C:18]([C:20]1[CH:36]=[CH:35][C:23]([O:24][CH2:25][C:26]2[CH:34]=[CH:33][CH:32]=[CH:31][C:27]=2[C:28](Cl)=O)=[C:22]([F:37])[CH:21]=1)#[N:19].C([O-])(=O)C.[Na+]. Product: [F:1][C:2]1[C:7]([F:8])=[CH:6][C:5]2[NH:9][C:28]([C:27]3[CH:31]=[CH:32][CH:33]=[CH:34][C:26]=3[CH2:25][O:24][C:23]3[CH:35]=[CH:36][C:20]([C:18]#[N:19])=[CH:21][C:22]=3[F:37])=[N:10][C:4]=2[CH:3]=1. The catalyst class is: 411. (7) Reactant: FC(F)(F)S(O[C:7]1[CH:8]=[N:9][C:10]([Cl:23])=[CH:11][C:12]=1[C:13]1[NH:14][C:15]2[C:20]([CH:21]=1)=[C:19]([F:22])[CH:18]=[CH:17][CH:16]=2)(=O)=O.[Li+].[Cl-].[CH2:28]([Sn](CCCC)(CCCC)C=C)[CH2:29]CC. Product: [Cl:23][C:10]1[CH:11]=[C:12]([C:13]2[NH:14][C:15]3[C:20]([CH:21]=2)=[C:19]([F:22])[CH:18]=[CH:17][CH:16]=3)[C:7]([CH:28]=[CH2:29])=[CH:8][N:9]=1. The catalyst class is: 18. (8) Reactant: [CH3:1][O-:2].[Na+].[Cl:4][C:5]1[CH:6]=[C:7](F)[C:8]([O:11][CH:12]2[CH2:17][CH2:16][N:15]([S:18]([C:21]3[C:22]([CH3:28])=[N:23][N:24]([CH3:27])[C:25]=3[CH3:26])(=[O:20])=[O:19])[CH2:14][CH2:13]2)=[N:9][CH:10]=1. Product: [Cl:4][C:5]1[CH:6]=[C:7]([O:2][CH3:1])[C:8]([O:11][CH:12]2[CH2:17][CH2:16][N:15]([S:18]([C:21]3[C:22]([CH3:28])=[N:23][N:24]([CH3:27])[C:25]=3[CH3:26])(=[O:20])=[O:19])[CH2:14][CH2:13]2)=[N:9][CH:10]=1. The catalyst class is: 5. (9) Reactant: FC(F)(F)C(O)=O.[C:8]1([C:14]2([C:41]3[CH:46]=[CH:45][CH:44]=[CH:43][CH:42]=3)[CH2:22][C:21]3[N:20]([S:23]([C:26]4[CH:31]=[CH:30][C:29]([CH3:32])=[CH:28][CH:27]=4)(=[O:25])=[O:24])[N:19]=[C:18]([NH:33]C(=O)OC(C)(C)C)[C:17]=3[CH:16]=[CH:15]2)[CH:13]=[CH:12][CH:11]=[CH:10][CH:9]=1. Product: [C:41]1([C:14]2([C:8]3[CH:13]=[CH:12][CH:11]=[CH:10][CH:9]=3)[CH2:22][C:21]3[N:20]([S:23]([C:26]4[CH:27]=[CH:28][C:29]([CH3:32])=[CH:30][CH:31]=4)(=[O:25])=[O:24])[N:19]=[C:18]([NH2:33])[C:17]=3[CH:16]=[CH:15]2)[CH:46]=[CH:45][CH:44]=[CH:43][CH:42]=1. The catalyst class is: 4. (10) Reactant: O.[OH-].[Li+].[N:4]1([C:9]2[N:14]=[CH:13][C:12]([CH2:15][C:16]([O:18]CC)=[O:17])=[CH:11][CH:10]=2)[CH2:8][CH2:7][CH2:6][CH2:5]1.Cl. Product: [N:4]1([C:9]2[N:14]=[CH:13][C:12]([CH2:15][C:16]([OH:18])=[O:17])=[CH:11][CH:10]=2)[CH2:8][CH2:7][CH2:6][CH2:5]1. The catalyst class is: 24.